Predict the reaction yield, written as a fraction of the theoretical maximum amount of product (1.0 means a 100% yield; for example, 0.34 means a 34% yield). From a dataset of Reaction yield outcomes from USPTO patents with 853,638 reactions. The reactants are Cl[C:2]1[CH:7]=[C:6]([F:8])[C:5]([N+:9]([O-])=O)=[CH:4][C:3]=1[OH:12].C(N(CC)CC)C. The catalyst is CO.[OH-].[OH-].[Pd+2]. The product is [NH2:9][C:5]1[CH:4]=[C:3]([OH:12])[CH:2]=[CH:7][C:6]=1[F:8]. The yield is 0.660.